Task: Regression/Classification. Given a drug SMILES string, predict its absorption, distribution, metabolism, or excretion properties. Task type varies by dataset: regression for continuous measurements (e.g., permeability, clearance, half-life) or binary classification for categorical outcomes (e.g., BBB penetration, CYP inhibition). For this dataset (caco2_wang), we predict Y.. Dataset: Caco-2 cell permeability data measuring drug intestinal absorption for ~900 compounds (1) The drug is COc1ccc2c(O[C@@H]3CC4C(=O)N[C@]5(C(=O)O)C[C@@H]5/C=C\CCCCC[C@H](NC(=O)OC5CCCC5)C(=O)N4C3)cc(-c3csc(NC(C)C)n3)nc2c1. The Y is -5.66 log Papp (cm/s). (2) The compound is Nc1cc(-c2ccncc2)c[nH]c1=O. The Y is -4.75 log Papp (cm/s).